Dataset: Reaction yield outcomes from USPTO patents with 853,638 reactions. Task: Predict the reaction yield, written as a fraction of the theoretical maximum amount of product (1.0 means a 100% yield; for example, 0.34 means a 34% yield). (1) The reactants are [CH:1](=[N:8][NH:9][C:10]1[CH:19]=[CH:18][CH:17]=[CH:16][C:11]=1[C:12]([O:14][CH3:15])=[O:13])[C:2]1[CH:7]=[CH:6][CH:5]=[CH:4][CH:3]=1.Cl[CH:21]([C:27]([O-])=[O:28])[C:22]([O:24][CH2:25][CH3:26])=[O:23]. The catalyst is C1(C)C=CC=CC=1. The product is [CH:1](=[N:8][N:9]([C:10]1[CH:19]=[CH:18][CH:17]=[CH:16][C:11]=1[C:12]([O:14][CH3:15])=[O:13])[C:27](=[O:28])[CH2:21][C:22]([O:24][CH2:25][CH3:26])=[O:23])[C:2]1[CH:3]=[CH:4][CH:5]=[CH:6][CH:7]=1. The yield is 0.700. (2) The reactants are [CH3:1][O:2][C:3](=[O:17])[C:4]1[CH:9]=[C:8]([N+:10]([O-])=O)[C:7]([Cl:13])=[C:6]([N+:14]([O-])=O)[CH:5]=1.Cl[Sn]Cl. The catalyst is CO. The product is [CH3:1][O:2][C:3](=[O:17])[C:4]1[CH:9]=[C:8]([NH2:10])[C:7]([Cl:13])=[C:6]([NH2:14])[CH:5]=1. The yield is 0.780. (3) The reactants are Br[C:2]1[CH:3]=[C:4]([NH:8][C:9](=[O:14])[C:10]([CH3:13])([CH3:12])[CH3:11])[CH:5]=[CH:6][CH:7]=1.[Li]C(CC)C.[Cl:20][C:21]1[CH:22]=[N:23][C:24]2[C:29]([N:30]=1)=[CH:28][C:27]([CH:31]=[O:32])=[CH:26][CH:25]=2. The catalyst is C1COCC1. The product is [Cl:20][C:21]1[CH:22]=[N:23][C:24]2[C:29]([N:30]=1)=[CH:28][C:27]([CH:31]([OH:32])[C:2]1[CH:3]=[C:4]([NH:8][C:9](=[O:14])[C:10]([CH3:13])([CH3:12])[CH3:11])[CH:5]=[CH:6][CH:7]=1)=[CH:26][CH:25]=2. The yield is 0.298. (4) The reactants are C(=O)([O-])[O-].[K+].[K+].Br[CH2:8][C:9]([N:11]1[CH2:16][CH2:15][N:14]([CH2:17][CH2:18][C:19]([CH3:22])([CH3:21])[CH3:20])[CH2:13][CH2:12]1)=[O:10].[OH:23][C:24]1[CH:29]=[CH:28][C:27]([C:30]([N:32]2[CH2:41][C:40]3[CH:39]=[N:38][N:37]([CH3:42])[C:36]=3[NH:35][C:34]3[CH:43]=[CH:44][CH:45]=[CH:46][C:33]2=3)=[O:31])=[CH:26][CH:25]=1. The catalyst is C(#N)C. The product is [CH3:20][C:19]([CH3:22])([CH3:21])[CH2:18][CH2:17][N:14]1[CH2:15][CH2:16][N:11]([C:9](=[O:10])[CH2:8][O:23][C:24]2[CH:29]=[CH:28][C:27]([C:30]([N:32]3[CH2:41][C:40]4[CH:39]=[N:38][N:37]([CH3:42])[C:36]=4[NH:35][C:34]4[CH:43]=[CH:44][CH:45]=[CH:46][C:33]3=4)=[O:31])=[CH:26][CH:25]=2)[CH2:12][CH2:13]1. The yield is 0.110. (5) The reactants are [F:1][C:2]1[CH:7]=[CH:6][C:5]([F:8])=[CH:4][C:3]=1[CH:9]1[CH2:13][CH2:12][CH2:11][N:10]1[C:14]1[CH:19]=[CH:18][N:17]2[N:20]=[CH:21][C:22]([C:23]#[N:24])=[C:16]2[N:15]=1.[OH:25]S(O)(=O)=O. No catalyst specified. The product is [F:1][C:2]1[CH:7]=[CH:6][C:5]([F:8])=[CH:4][C:3]=1[CH:9]1[CH2:13][CH2:12][CH2:11][N:10]1[C:14]1[CH:19]=[CH:18][N:17]2[N:20]=[CH:21][C:22]([C:23]([NH2:24])=[O:25])=[C:16]2[N:15]=1. The yield is 0.710. (6) The reactants are C([NH:8][C:9]1[C:17]2[O:16][C:15]([CH3:19])([CH3:18])[C:14](=[O:20])[C:13]=2[C:12]([CH3:21])=[C:11]([CH3:22])[C:10]=1[CH3:23])C1C=CC=CC=1. The catalyst is C(OCC)(=O)C.CCCCCC. The product is [NH2:8][C:9]1[C:17]2[O:16][C:15]([CH3:18])([CH3:19])[C:14](=[O:20])[C:13]=2[C:12]([CH3:21])=[C:11]([CH3:22])[C:10]=1[CH3:23]. The yield is 1.00.